Dataset: Full USPTO retrosynthesis dataset with 1.9M reactions from patents (1976-2016). Task: Predict the reactants needed to synthesize the given product. (1) Given the product [CH:23]1[C:22]([F:27])=[CH:21][C:20]2[CH2:19][CH2:18][CH:17]([CH:16]([OH:28])[CH2:15][NH:14][CH2:13][CH:12]([OH:29])[CH:10]3[O:11][C:3]4[CH:2]=[CH:1][C:6]([F:7])=[CH:5][C:4]=4[CH2:8][CH2:9]3)[O:26][C:25]=2[CH:24]=1.[ClH:30], predict the reactants needed to synthesize it. The reactants are: [CH:1]1[C:6]([F:7])=[CH:5][C:4]2[CH2:8][CH2:9][CH:10]([CH:12]([OH:29])[CH2:13][NH:14][CH2:15][CH:16]([OH:28])[CH:17]3[O:26][C:25]4[CH:24]=[CH:23][C:22]([F:27])=[CH:21][C:20]=4[CH2:19][CH2:18]3)[O:11][C:3]=2[CH:2]=1.[ClH:30]. (2) Given the product [CH2:1]([NH:8][C:9]1[N:14]=[N:13][C:12]([CH2:15][CH2:16][C:17]2[CH:24]=[CH:23][C:20]([CH2:21][N:25]3[CH2:29][CH2:28][CH2:27][CH2:26]3)=[CH:19][CH:18]=2)=[CH:11][CH:10]=1)[C:2]1[CH:7]=[CH:6][CH:5]=[CH:4][CH:3]=1, predict the reactants needed to synthesize it. The reactants are: [CH2:1]([NH:8][C:9]1[N:14]=[N:13][C:12]([CH2:15][CH2:16][C:17]2[CH:24]=[CH:23][C:20]([CH:21]=O)=[CH:19][CH:18]=2)=[CH:11][CH:10]=1)[C:2]1[CH:7]=[CH:6][CH:5]=[CH:4][CH:3]=1.[NH:25]1[CH2:29][CH2:28][CH2:27][CH2:26]1. (3) Given the product [NH2:25][C:23]1[CH:22]=[CH:21][C:3]([O:4][C:5]2[CH:10]=[CH:9][N:8]=[C:7]3[CH:11]=[C:12]([C:14]([N:16]4[CH2:17][CH2:18][CH2:19][CH2:20]4)=[O:15])[S:13][C:6]=23)=[C:2]([F:1])[CH:24]=1, predict the reactants needed to synthesize it. The reactants are: [F:1][C:2]1[CH:24]=[C:23]([N+:25]([O-])=O)[CH:22]=[CH:21][C:3]=1[O:4][C:5]1[CH:10]=[CH:9][N:8]=[C:7]2[CH:11]=[C:12]([C:14]([N:16]3[CH2:20][CH2:19][CH2:18][CH2:17]3)=[O:15])[S:13][C:6]=12.[BH4-].[Na+]. (4) The reactants are: [CH3:1][N:2]1[C:6]([NH2:7])=[CH:5][C:4]([C:8]2[CH:13]=[CH:12][N:11]=[CH:10][CH:9]=2)=[N:3]1.[CH3:14][C:15]([O:18][C:19]([NH:21][C@H:22]([C:31](O)=[O:32])[CH2:23][C:24]1[CH:29]=[CH:28][C:27]([F:30])=[CH:26][CH:25]=1)=[O:20])([CH3:17])[CH3:16].C(Cl)CCl. Given the product [F:30][C:27]1[CH:28]=[CH:29][C:24]([CH2:23][C@H:22]([NH:21][C:19](=[O:20])[O:18][C:15]([CH3:16])([CH3:14])[CH3:17])[C:31]([NH:7][C:6]2[N:2]([CH3:1])[N:3]=[C:4]([C:8]3[CH:13]=[CH:12][N:11]=[CH:10][CH:9]=3)[CH:5]=2)=[O:32])=[CH:25][CH:26]=1, predict the reactants needed to synthesize it. (5) Given the product [CH3:1][O:2][C:3](=[O:16])[CH2:4][CH:5]1[CH2:14][C:13]2[C:8](=[CH:9][CH:10]=[CH:11][CH:12]=2)[N:7]([CH2:18][C:19]([O:21][C:22]([CH3:25])([CH3:24])[CH3:23])=[O:20])[C:6]1=[O:15], predict the reactants needed to synthesize it. The reactants are: [CH3:1][O:2][C:3](=[O:16])[CH2:4][CH:5]1[CH2:14][C:13]2[C:8](=[CH:9][CH:10]=[CH:11][CH:12]=2)[NH:7][C:6]1=[O:15].Br[CH2:18][C:19]([O:21][C:22]([CH3:25])([CH3:24])[CH3:23])=[O:20].